This data is from Full USPTO retrosynthesis dataset with 1.9M reactions from patents (1976-2016). The task is: Predict the reactants needed to synthesize the given product. (1) Given the product [O:1]1[CH:10]2[N:5]([CH2:6][CH:7]=[CH:8][O:9]2)[CH2:4][CH2:3][CH2:2]1.[NH2:5][C:10]([O:1][CH2:2][CH3:3])=[O:9], predict the reactants needed to synthesize it. The reactants are: [O:1]1[CH:10]2[N:5]([CH2:6][CH:7]=[CH:8][O:9]2)[CH2:4][CH2:3][CH2:2]1.[N-]=C=O. (2) The reactants are: Br[C:2]1[CH:3]=[C:4]([CH:7]2[C:13]([NH:14][CH3:15])=[N:12][C:11]3[N:16]=[CH:17][CH:18]=[CH:19][C:10]=3[C:9]([C:20]3[S:21][CH:22]=[CH:23][CH:24]=3)=[N:8]2)[S:5][CH:6]=1.[CH3:25][N:26](C=O)C. Given the product [CH3:15][NH:14][C:13]1[CH:7]([C:4]2[S:5][CH:6]=[C:2]([C:25]#[N:26])[CH:3]=2)[N:8]=[C:9]([C:20]2[S:21][CH:22]=[CH:23][CH:24]=2)[C:10]2[CH:19]=[CH:18][CH:17]=[N:16][C:11]=2[N:12]=1, predict the reactants needed to synthesize it.